Predict the reactants needed to synthesize the given product. From a dataset of Full USPTO retrosynthesis dataset with 1.9M reactions from patents (1976-2016). (1) Given the product [N:43]1([CH2:31][C@H:29]2[CH2:30][C@H:27]([N:8]3[C:4]4[N:5]=[CH:6][N:7]=[C:2]([NH2:1])[C:3]=4[C:10]([C:11]4[CH:20]=[C:19]5[C:14]([CH:15]=[CH:16][C:17]([C:21]6[CH:26]=[CH:25][CH:24]=[CH:23][CH:22]=6)=[N:18]5)=[CH:13][CH:12]=4)=[CH:9]3)[CH2:28]2)[CH2:46][CH2:45][CH2:44]1, predict the reactants needed to synthesize it. The reactants are: [NH2:1][C:2]1[C:3]2[C:10]([C:11]3[CH:20]=[C:19]4[C:14]([CH:15]=[CH:16][C:17]([C:21]5[CH:26]=[CH:25][CH:24]=[CH:23][CH:22]=5)=[N:18]4)=[CH:13][CH:12]=3)=[CH:9][N:8]([C@H:27]3[CH2:30][C@H:29]([CH2:31]OS(C4C=CC(C)=CC=4)(=O)=O)[CH2:28]3)[C:4]=2[N:5]=[CH:6][N:7]=1.[NH:43]1[CH2:46][CH2:45][CH2:44]1. (2) Given the product [Br:14][C:15]1[CH:16]=[C:17]([N:12]2[C:11]3[CH:10]=[CH:9][CH:8]=[CH:7][C:6]=3[C:5]3[C:13]2=[CH:1][CH:2]=[CH:3][CH:4]=3)[CH:18]=[CH:19][CH:20]=1, predict the reactants needed to synthesize it. The reactants are: [CH:1]1[C:13]2[NH:12][C:11]3[C:6](=[CH:7][CH:8]=[CH:9][CH:10]=3)[C:5]=2[CH:4]=[CH:3][CH:2]=1.[Br:14][C:15]1[CH:20]=[CH:19][CH:18]=[C:17](Br)[CH:16]=1.C([O-])([O-])=O.[K+].[K+]. (3) Given the product [CH3:1][N:2]1[C:6]2[CH:7]=[CH:8][C:9]([N:11]3[CH:16]=[C:15]([C:17]([O:19][CH2:20][CH3:21])=[O:18])[C:14](=[O:22])[N:13]([CH:36]([C:27]4[CH:28]=[CH:29][CH:30]=[C:31]([C:32]([F:33])([F:34])[F:35])[C:26]=4[CH3:25])[CH3:37])[C:12]3=[O:23])=[CH:10][C:5]=2[O:4][C:3]1=[O:24], predict the reactants needed to synthesize it. The reactants are: [CH3:1][N:2]1[C:6]2[CH:7]=[CH:8][C:9]([N:11]3[CH:16]=[C:15]([C:17]([O:19][CH2:20][CH3:21])=[O:18])[C:14](=[O:22])[NH:13][C:12]3=[O:23])=[CH:10][C:5]=2[O:4][C:3]1=[O:24].[CH3:25][C:26]1[C:31]([C:32]([F:35])([F:34])[F:33])=[CH:30][CH:29]=[CH:28][C:27]=1[CH:36](O)[CH3:37].